This data is from Catalyst prediction with 721,799 reactions and 888 catalyst types from USPTO. The task is: Predict which catalyst facilitates the given reaction. Reactant: [F:1][C:2]1([F:22])[CH2:20][N:7]2[C:8]3[CH:9]=[C:10]([C:15]([O:17]CC)=[O:16])[CH:11]=[CH:12][C:13]=3[CH:14]=[C:6]2[C:5](=[O:21])[NH:4][CH2:3]1.[OH-].[Na+].C(O)(=O)C.O. Product: [F:22][C:2]1([F:1])[CH2:20][N:7]2[C:8]3[CH:9]=[C:10]([C:15]([OH:17])=[O:16])[CH:11]=[CH:12][C:13]=3[CH:14]=[C:6]2[C:5](=[O:21])[NH:4][CH2:3]1. The catalyst class is: 8.